From a dataset of Full USPTO retrosynthesis dataset with 1.9M reactions from patents (1976-2016). Predict the reactants needed to synthesize the given product. (1) Given the product [CH3:5][O:4][N:3]([CH3:2])[C:12]([C:11]1[N:7]([CH3:6])[N:8]=[CH:9][CH:10]=1)=[O:14], predict the reactants needed to synthesize it. The reactants are: Cl.[CH3:2][NH:3][O:4][CH3:5].[CH3:6][N:7]1[C:11]([C:12]([OH:14])=O)=[CH:10][CH:9]=[N:8]1.F[P-](F)(F)(F)(F)F.N1(OC(N(C)C)=[N+](C)C)C2N=CC=CC=2N=N1.C(N(C(C)C)CC)(C)C. (2) Given the product [CH2:54]([O:53][CH:51]([C:42]1[C:41]2[C:46](=[CH:47][CH:48]=[C:39]([C:34]3[CH:35]=[CH:36][CH:37]=[CH:38][C:33]=3[O:32][CH3:31])[CH:40]=2)[NH:45][C:44]([CH3:50])([CH3:49])[CH:43]=1)[CH3:52])/[CH:55]=[CH:56]/[CH3:57], predict the reactants needed to synthesize it. The reactants are: C(OC(N1C2C(=CC(C3C=CC=CC=3OC)=CC=2)C(C(O)C)=CC1(C)C)=O)(C)(C)C.[CH3:31][O:32][C:33]1[CH:38]=[CH:37][CH:36]=[CH:35][C:34]=1[C:39]1[CH:40]=[C:41]2[C:46](=[CH:47][CH:48]=1)[NH:45][C:44]([CH3:50])([CH3:49])[CH:43]=[C:42]2[CH:51]([O:53][CH2:54][CH2:55][C:56]1C=CC=C[CH:57]=1)[CH3:52].C[Si]([N-][Si](C)(C)C)(C)C.[Na+]. (3) The reactants are: [C:1]([C:3]1[CH:8]=[CH:7][C:6]([C:9]2[CH:14]=[CH:13][C:12]([OH:15])=[CH:11][CH:10]=2)=[CH:5][CH:4]=1)#[N:2].C(N(CC)CC)C.[S:23](O[S:23]([C:26]([F:29])([F:28])[F:27])(=[O:25])=[O:24])([C:26]([F:29])([F:28])[F:27])(=[O:25])=[O:24]. Given the product [C:1]([C:3]1[CH:4]=[CH:5][C:6]([C:9]2[CH:14]=[CH:13][C:12]([O:15][S:23]([C:26]([F:29])([F:28])[F:27])(=[O:25])=[O:24])=[CH:11][CH:10]=2)=[CH:7][CH:8]=1)#[N:2], predict the reactants needed to synthesize it. (4) Given the product [CH:25]1([O:24][C:23]2[CH:22]=[CH:21][C:4]([C:5]([NH:7][C:8]3[CH:9]=[N:10][C:11]([C:14]4[CH:19]=[CH:18][CH:17]=[CH:16][C:15]=4[F:20])=[CH:12][CH:13]=3)=[O:6])=[CH:3][C:2]=2[NH:1][C:41]([C:38]2([N:35]3[CH2:36][CH2:37][N:32]([CH:29]4[CH2:30][CH2:31]4)[CH2:33][CH2:34]3)[CH2:40][CH2:39]2)=[O:42])[CH2:26][CH2:27]1, predict the reactants needed to synthesize it. The reactants are: [NH2:1][C:2]1[CH:3]=[C:4]([CH:21]=[CH:22][C:23]=1[O:24][CH:25]1[CH2:27][CH2:26]1)[C:5]([NH:7][C:8]1[CH:9]=[N:10][C:11]([C:14]2[CH:19]=[CH:18][CH:17]=[CH:16][C:15]=2[F:20])=[CH:12][CH:13]=1)=[O:6].Cl.[CH:29]1([N:32]2[CH2:37][CH2:36][N:35]([C:38]3([C:41](O)=[O:42])[CH2:40][CH2:39]3)[CH2:34][CH2:33]2)[CH2:31][CH2:30]1.C(N(C(C)C)C(C)C)C.C1CN([P+](ON2N=NC3C=CC=CC2=3)(N2CCCC2)N2CCCC2)CC1.F[P-](F)(F)(F)(F)F. (5) Given the product [CH3:20][C:21]1[C:22]([N:28]2[CH2:29][CH2:30][N:31]([C:11]([C:10]3[CH:9]=[CH:8][C:7]([N:5]4[CH2:6][C:2]([CH3:1])([CH3:19])[CH2:3][C:4]4=[O:18])=[CH:17][CH:16]=3)=[O:13])[CH2:32][CH2:33]2)=[N:23][CH:24]=[C:25]([CH3:27])[CH:26]=1, predict the reactants needed to synthesize it. The reactants are: [CH3:1][C:2]1([CH3:19])[CH2:6][N:5]([C:7]2[CH:17]=[CH:16][C:10]([C:11]([O:13]CC)=O)=[CH:9][CH:8]=2)[C:4](=[O:18])[CH2:3]1.[CH3:20][C:21]1[C:22]([N:28]2[CH2:33][CH2:32][NH:31][CH2:30][CH2:29]2)=[N:23][CH:24]=[C:25]([CH3:27])[CH:26]=1. (6) The reactants are: F[C:2]1[C:3]([CH3:22])=[N:4][C:5]2[C:10]([N:11]=1)=[C:9]([C:12]1[NH:20][C:19]3[CH2:18][CH2:17][NH:16][C:15](=[O:21])[C:14]=3[CH:13]=1)[CH:8]=[CH:7][CH:6]=2.[N:23]1[CH:28]=[CH:27][N:26]=[CH:25][C:24]=1[CH:29]([NH2:31])[CH3:30].CCN(C(C)C)C(C)C. Given the product [CH3:22][C:3]1[C:2]([NH:31][CH:29]([C:24]2[CH:25]=[N:26][CH:27]=[CH:28][N:23]=2)[CH3:30])=[N:11][C:10]2[C:5](=[CH:6][CH:7]=[CH:8][C:9]=2[C:12]2[NH:20][C:19]3[CH2:18][CH2:17][NH:16][C:15](=[O:21])[C:14]=3[CH:13]=2)[N:4]=1, predict the reactants needed to synthesize it.